From a dataset of Reaction yield outcomes from USPTO patents with 853,638 reactions. Predict the reaction yield, written as a fraction of the theoretical maximum amount of product (1.0 means a 100% yield; for example, 0.34 means a 34% yield). (1) The reactants are [O:1]=[C:2]1[N:13]2[C:14]3[C:9]([CH2:10][CH2:11][CH2:12]2)=[CH:8][CH:7]=[CH:6][C:5]=3[CH:4]=[C:3]1[C:15]([O:17][CH2:18][CH3:19])=[O:16].CO[CH2:22][N:23]([CH2:29][C:30]1[CH:35]=[CH:34][CH:33]=[CH:32][CH:31]=1)[CH2:24][Si](C)(C)C.FC(F)(F)C(O)=O. The catalyst is C(Cl)Cl. The product is [CH2:29]([N:23]1[CH2:24][C@H:4]2[C@:3]([C:15]([O:17][CH2:18][CH3:19])=[O:16])([C:2](=[O:1])[N:13]3[CH2:12][CH2:11][CH2:10][C:9]4[CH:8]=[CH:7][CH:6]=[C:5]2[C:14]3=4)[CH2:22]1)[C:30]1[CH:35]=[CH:34][CH:33]=[CH:32][CH:31]=1. The yield is 0.960. (2) The reactants are [OH-].[K+].[CH3:3][C:4]1[CH:8]=[C:7]([CH3:9])[NH:6][N:5]=1.[Cl:10][C:11]1[CH:18]=[CH:17][CH:16]=[CH:15][C:12]=1[CH2:13]Cl.O. The catalyst is CS(C)=O. The product is [Cl:10][C:11]1[CH:18]=[CH:17][CH:16]=[CH:15][C:12]=1[CH2:13][N:5]1[C:4]([CH3:3])=[CH:8][C:7]([CH3:9])=[N:6]1. The yield is 0.990. (3) The reactants are Br[C:2]1[CH:7]=[CH:6][CH:5]=[CH:4][CH:3]=1.[Li]CCCC.[NH2:13][C:14]1[N:19]=[CH:18][CH:17]=[CH:16][N:15]=1. The catalyst is C1COCC1.C1(C)C=CC=CC=1. The product is [C:2]1([C:16]2[CH:17]=[CH:18][N:19]=[C:14]([NH2:13])[N:15]=2)[CH:7]=[CH:6][CH:5]=[CH:4][CH:3]=1. The yield is 0.100. (4) The reactants are [CH3:1][C:2]1([CH3:31])[N:6]([C:7]([O:9][C:10]([CH3:13])([CH3:12])[CH3:11])=[O:8])[C@@H:5]([CH2:14][CH2:15][C:16]2[CH:21]=[CH:20][C:19]([NH:22][C:23]3[N:28]=[CH:27][C:26]([S:29][CH3:30])=[CH:25][N:24]=3)=[CH:18][CH:17]=2)[CH2:4][O:3]1.C1C=C(Cl)C=C(C(OO)=[O:40])C=1. The catalyst is ClCCl.[O-]S([O-])=O.[Na+].[Na+]. The product is [CH3:1][C:2]1([CH3:31])[N:6]([C:7]([O:9][C:10]([CH3:11])([CH3:12])[CH3:13])=[O:8])[C@@H:5]([CH2:14][CH2:15][C:16]2[CH:21]=[CH:20][C:19]([NH:22][C:23]3[N:24]=[CH:25][C:26]([S:29]([CH3:30])=[O:40])=[CH:27][N:28]=3)=[CH:18][CH:17]=2)[CH2:4][O:3]1. The yield is 0.950. (5) The reactants are [CH3:1][N:2]1[CH:6]=[C:5]([NH2:7])[N:4]=[N:3]1.Br[C:9]1[C:10](=[O:17])[N:11]([CH3:16])[CH:12]=[C:13]([Br:15])[CH:14]=1. No catalyst specified. The product is [Br:15][C:13]1[CH:14]=[C:9]([NH:7][C:5]2[N:4]=[N:3][N:2]([CH3:1])[CH:6]=2)[C:10](=[O:17])[N:11]([CH3:16])[CH:12]=1. The yield is 0.520.